Dataset: Forward reaction prediction with 1.9M reactions from USPTO patents (1976-2016). Task: Predict the product of the given reaction. (1) Given the reactants Br[CH2:2][C:3]1[C:4]([C@H:20]([O:26][C:27]([CH3:30])([CH3:29])[CH3:28])[C:21]([O:23][CH2:24][CH3:25])=[O:22])=[C:5]([C:13]2[CH:18]=[CH:17][C:16]([Cl:19])=[CH:15][CH:14]=2)[C:6]2[C:11]([CH:12]=1)=[CH:10][CH:9]=[CH:8][CH:7]=2.[CH3:31][NH:32][CH3:33], predict the reaction product. The product is: [C:27]([O:26][C@@H:20]([C:4]1[C:3]([CH2:2][N:32]([CH3:33])[CH3:31])=[CH:12][C:11]2[C:6](=[CH:7][CH:8]=[CH:9][CH:10]=2)[C:5]=1[C:13]1[CH:18]=[CH:17][C:16]([Cl:19])=[CH:15][CH:14]=1)[C:21]([O:23][CH2:24][CH3:25])=[O:22])([CH3:28])([CH3:29])[CH3:30]. (2) Given the reactants [CH2:1]([C:8]1([OH:26])[CH2:13][CH2:12][N:11]([C:14]([C:16]2[C:24]3[O:23][CH2:22][O:21][C:20]=3[CH:19]=[CH:18][C:17]=2Br)=[O:15])[CH2:10][CH2:9]1)[C:2]1[CH:7]=[CH:6][CH:5]=[CH:4][CH:3]=1.[N:27]1[CH:32]=[CH:31][C:30](B(O)O)=[CH:29][CH:28]=1.C(=O)([O-])[O-].[Na+].[Na+].COCCOC, predict the reaction product. The product is: [CH2:1]([C:8]1([OH:26])[CH2:13][CH2:12][N:11]([C:14]([C:16]2[C:24]3[O:23][CH2:22][O:21][C:20]=3[CH:19]=[CH:18][C:17]=2[C:30]2[CH:31]=[CH:32][N:27]=[CH:28][CH:29]=2)=[O:15])[CH2:10][CH2:9]1)[C:2]1[CH:7]=[CH:6][CH:5]=[CH:4][CH:3]=1. (3) Given the reactants [BH-](O[C:11]([CH3:13])=[O:12])(OC(C)=O)OC(C)=O.[Na+].[N+:15]([C:18]1[CH:25]=[CH:24][C:21]([CH:22]=O)=[CH:20][CH:19]=1)([O-:17])=[O:16].O1[CH2:31][CH2:30][CH:29]([NH:32][CH3:33])CC1.[CH2:34]=O.[OH-].[Na+], predict the reaction product. The product is: [CH3:33][N:32]([CH2:22][C:21]1[CH:24]=[CH:25][C:18]([N+:15]([O-:17])=[O:16])=[CH:19][CH:20]=1)[CH2:29][CH:30]1[CH2:13][CH2:11][O:12][CH2:34][CH2:31]1. (4) Given the reactants C([O-])([O-])=O.[K+].[K+].[OH:7][C:8]1[CH:13]=[CH:12][C:11]([N:14]2[C:18]([C:19]([O:21][CH2:22][CH3:23])=[O:20])=[CH:17][C:16]([Si:24]([CH3:27])([CH3:26])[CH3:25])=[N:15]2)=[CH:10][CH:9]=1.Cl.Cl[CH2:30][CH2:31][N:32]1[CH2:37][CH2:36][O:35][CH2:34][CH2:33]1, predict the reaction product. The product is: [O:35]1[CH2:36][CH2:37][N:32]([CH2:31][CH2:30][O:7][C:8]2[CH:13]=[CH:12][C:11]([N:14]3[C:18]([C:19]([O:21][CH2:22][CH3:23])=[O:20])=[CH:17][C:16]([Si:24]([CH3:26])([CH3:25])[CH3:27])=[N:15]3)=[CH:10][CH:9]=2)[CH2:33][CH2:34]1. (5) The product is: [C:1]([C:5]1[CH:10]=[CH:9][C:8]([S:11]([NH:14][C:15]2[N:19]([CH3:20])[N:18]=[C:17]([O:21][CH2:22][CH2:23][O:24][C:16]3[CH:17]=[N:43][C:45]([CH2:44][OH:46])=[N:14][CH:15]=3)[C:16]=2[C:33]2[CH:38]=[CH:37][C:36]([CH3:39])=[CH:35][CH:34]=2)(=[O:13])=[O:12])=[CH:7][CH:6]=1)([CH3:4])([CH3:3])[CH3:2]. Given the reactants [C:1]([C:5]1[CH:10]=[CH:9][C:8]([S:11]([NH:14][C:15]2[N:19]([CH3:20])[N:18]=[C:17]([O:21][CH2:22][CH2:23][O:24]C3N=CC(C=O)=CN=3)[C:16]=2[C:33]2[CH:38]=[CH:37][C:36]([CH3:39])=[CH:35][CH:34]=2)(=[O:13])=[O:12])=[CH:7][CH:6]=1)([CH3:4])([CH3:3])[CH3:2].[BH4-].[Na+].[Cl-].[NH4+:43].[CH2:44]([OH:46])[CH3:45], predict the reaction product.